Dataset: Full USPTO retrosynthesis dataset with 1.9M reactions from patents (1976-2016). Task: Predict the reactants needed to synthesize the given product. (1) The reactants are: [NH:1]1[C:5]2[CH:6]=[CH:7][CH:8]=[CH:9][C:4]=2[N:3]=[C:2]1[N:10]([CH2:21][C:22]1[CH:31]=[CH:30][C:25]([C:26]([O:28][CH3:29])=[O:27])=[CH:24][CH:23]=1)[CH:11]1[CH2:16][CH2:15][CH:14]([C:17]([CH3:20])([CH3:19])[CH3:18])[CH2:13][CH2:12]1.[H-].[Na+].Br[CH2:35][CH2:36][O:37][Si:38]([CH3:41])([CH3:40])[CH3:39]. Given the product [C:17]([CH:14]1[CH2:15][CH2:16][CH:11]([N:10]([CH2:21][C:22]2[CH:31]=[CH:30][C:25]([C:26]([O:28][CH3:29])=[O:27])=[CH:24][CH:23]=2)[C:2]2[N:3]([CH2:35][CH2:36][O:37][Si:38]([CH3:41])([CH3:40])[CH3:39])[C:4]3[CH:9]=[CH:8][CH:7]=[CH:6][C:5]=3[N:1]=2)[CH2:12][CH2:13]1)([CH3:18])([CH3:19])[CH3:20], predict the reactants needed to synthesize it. (2) Given the product [Br:36][C:24]1[C:23]2[C:14]([NH:13][C:3]3[C:2]([Cl:1])=[CH:7][C:6]([C:8]([OH:11])([CH3:10])[CH3:9])=[CH:5][C:4]=3[Cl:12])=[N:15][C:16]3[C:21]([C:22]=2[C:27](=[O:28])[NH:26][CH:25]=1)=[CH:20][N:19]=[CH:18][CH:17]=3, predict the reactants needed to synthesize it. The reactants are: [Cl:1][C:2]1[CH:7]=[C:6]([C:8]([OH:11])([CH3:10])[CH3:9])[CH:5]=[C:4]([Cl:12])[C:3]=1[NH:13][C:14]1[C:23]2[CH:24]=[CH:25][NH:26][C:27](=[O:28])[C:22]=2[C:21]2[C:16](=[CH:17][CH:18]=[N:19][CH:20]=2)[N:15]=1.C1C(=O)N([Br:36])C(=O)C1. (3) Given the product [O:1]=[C:2]([CH3:23])[CH2:3][CH2:4][C:5]1[O:6][C:7]2[C:16]3[CH:15]([CH2:17][CH2:18][NH:19][C:20](=[O:22])[CH3:21])[CH2:14][CH2:13][C:12]=3[CH:11]=[CH:10][C:8]=2[N:9]=1, predict the reactants needed to synthesize it. The reactants are: [OH:1][CH:2]([CH3:23])[CH2:3][CH2:4][C:5]1[O:6][C:7]2[C:16]3[CH:15]([CH2:17][CH2:18][NH:19][C:20](=[O:22])[CH3:21])[CH2:14][CH2:13][C:12]=3[CH:11]=[CH:10][C:8]=2[N:9]=1.C[N+]1([O-])CCOCC1.O. (4) Given the product [C:24]1([O:30][CH3:31])[CH:29]=[CH:28][CH:27]=[CH:26][CH:25]=1.[NH2:1][C@@H:2]1[CH2:7][CH2:6][CH2:5][N:4]([C:8]2[C:13]([Br:14])=[CH:12][N:11]=[C:10]3[NH:15][CH:16]=[C:17]([NH:18][C:19]([CH:21]4[CH2:22][CH2:23]4)=[O:20])[C:9]=23)[CH2:3]1, predict the reactants needed to synthesize it. The reactants are: [NH2:1][C@@H:2]1[CH2:7][CH2:6][CH2:5][N:4]([C:8]2[C:13]([Br:14])=[CH:12][N:11]=[C:10]3[NH:15][CH:16]=[C:17]([NH:18][C:19]([CH:21]4[CH2:23][CH2:22]4)=[O:20])[C:9]=23)[CH2:3]1.[C:24]1([O:30][CH3:31])[CH:29]=[CH:28][CH:27]=[CH:26][CH:25]=1. (5) Given the product [Br:1][C:2]1[CH:7]=[CH:6][C:5]([C:8]2[C:12]3[CH:13]=[CH:14][C:15]([O:17][CH2:18][CH2:19][CH2:20][N:23]([CH3:22])[CH2:24][C:25]#[CH:26])=[CH:16][C:11]=3[S:10][N:9]=2)=[CH:4][CH:3]=1, predict the reactants needed to synthesize it. The reactants are: [Br:1][C:2]1[CH:7]=[CH:6][C:5]([C:8]2[C:12]3[CH:13]=[CH:14][C:15]([O:17][CH2:18][CH2:19][CH2:20]Br)=[CH:16][C:11]=3[S:10][N:9]=2)=[CH:4][CH:3]=1.[CH3:22][NH:23][CH2:24][C:25]#[CH:26]. (6) Given the product [CH2:27]([O:26][C:25](=[O:29])[NH:1][CH2:2][C:3]1[C:12]2[C:7](=[CH:8][CH:9]=[CH:10][CH:11]=2)[C:6](=[O:13])[N:5]([NH:14][C:15](=[O:24])[CH2:16][C:17]2[CH:18]=[CH:19][C:20]([Cl:23])=[CH:21][CH:22]=2)[N:4]=1)[CH3:28], predict the reactants needed to synthesize it. The reactants are: [NH2:1][CH2:2][C:3]1[C:12]2[C:7](=[CH:8][CH:9]=[CH:10][CH:11]=2)[C:6](=[O:13])[N:5]([NH:14][C:15](=[O:24])[CH2:16][C:17]2[CH:22]=[CH:21][C:20]([Cl:23])=[CH:19][CH:18]=2)[N:4]=1.[C:25](Cl)(=[O:29])[O:26][CH2:27][CH3:28]. (7) Given the product [CH2:1]([N:8]1[CH2:13][CH2:12][N:11]([CH3:20])[CH2:10][CH:9]1[C:14]([O:16][CH2:17][CH3:18])=[O:15])[C:2]1[CH:3]=[CH:4][CH:5]=[CH:6][CH:7]=1, predict the reactants needed to synthesize it. The reactants are: [CH2:1]([N:8]1[CH2:13][CH2:12][NH:11][CH2:10][CH:9]1[C:14]([O:16][CH2:17][CH3:18])=[O:15])[C:2]1[CH:7]=[CH:6][CH:5]=[CH:4][CH:3]=1.I[CH3:20]. (8) Given the product [CH:3]1([C:6]2[C:11]([C:12]3[CH:17]=[CH:16][C:15]([F:18])=[CH:14][C:13]=3[F:19])=[C:10]([F:20])[C:9]([O:21][CH3:22])=[C:8]([CH2:23][N:24]3[CH2:25][CH2:26][CH:27]([N:30]4[CH2:39][CH2:38][C:37]5[N:36]=[C:35]([CH2:40][CH2:41][CH3:42])[C:34]([C:43]([OH:45])=[O:44])=[CH:33][C:32]=5[C:31]4=[O:47])[CH2:28][CH2:29]3)[CH:7]=2)[CH2:5][CH2:4]1, predict the reactants needed to synthesize it. The reactants are: [OH-].[Na+].[CH:3]1([C:6]2[C:11]([C:12]3[CH:17]=[CH:16][C:15]([F:18])=[CH:14][C:13]=3[F:19])=[C:10]([F:20])[C:9]([O:21][CH3:22])=[C:8]([CH2:23][N:24]3[CH2:29][CH2:28][CH:27]([N:30]4[CH2:39][CH2:38][C:37]5[N:36]=[C:35]([CH2:40][CH2:41][CH3:42])[C:34]([C:43]([O:45]C)=[O:44])=[CH:33][C:32]=5[C:31]4=[O:47])[CH2:26][CH2:25]3)[CH:7]=2)[CH2:5][CH2:4]1. (9) Given the product [Br:1][C:12]1[C:13]([OH:18])=[C:14]([CH:17]=[C:10]([F:9])[CH:11]=1)[CH:15]=[O:16], predict the reactants needed to synthesize it. The reactants are: [Br:1]N1C(=O)CCC1=O.[F:9][C:10]1[CH:11]=[CH:12][C:13]([OH:18])=[C:14]([CH:17]=1)[CH:15]=[O:16]. (10) Given the product [CH3:17][C:12]1([CH3:18])[C:13]([CH3:15])([CH3:16])[O:14][B:10]([C:8]2[CH:7]=[N:6][N:5]([CH2:4][CH2:3][OH:2])[CH:9]=2)[O:11]1, predict the reactants needed to synthesize it. The reactants are: C[O:2][C:3](=O)[CH2:4][N:5]1[CH:9]=[C:8]([B:10]2[O:14][C:13]([CH3:16])([CH3:15])[C:12]([CH3:18])([CH3:17])[O:11]2)[CH:7]=[N:6]1.BrC(O)C.